Dataset: Catalyst prediction with 721,799 reactions and 888 catalyst types from USPTO. Task: Predict which catalyst facilitates the given reaction. Reactant: C(O)(C(F)(F)F)=O.C(OC(=O)[NH:14][CH2:15][CH2:16][NH:17][C:18]([NH:20][C:21]1[CH:26]=[CH:25][CH:24]=[C:23]([C:27]2[CH:28]=[N:29][N:30]3[CH:35]=[C:34]([C:36]4[CH:41]=[CH:40][C:39]([F:42])=[CH:38][CH:37]=4)[CH:33]=[N:32][C:31]=23)[CH:22]=1)=[O:19])(C)(C)C. Product: [NH2:14][CH2:15][CH2:16][NH:17][C:18]([NH:20][C:21]1[CH:26]=[CH:25][CH:24]=[C:23]([C:27]2[CH:28]=[N:29][N:30]3[CH:35]=[C:34]([C:36]4[CH:37]=[CH:38][C:39]([F:42])=[CH:40][CH:41]=4)[CH:33]=[N:32][C:31]=23)[CH:22]=1)=[O:19]. The catalyst class is: 2.